Dataset: Catalyst prediction with 721,799 reactions and 888 catalyst types from USPTO. Task: Predict which catalyst facilitates the given reaction. Reactant: [CH:1]1[C:13]2[CH:12]([O:14][C:15](=[O:46])[N:16]([CH3:45])[C@@H:17]([C:29](=[O:44])[NH:30][C@H:31]([CH2:35][O:36][CH2:37][CH2:38][CH2:39][CH2:40][CH2:41]C=C)[CH:32]([CH3:34])[CH3:33])[CH2:18][C:19]3[CH:24]=[CH:23][C:22]([O:25][CH2:26][CH:27]=[CH2:28])=[CH:21][CH:20]=3)[C:11]3[C:6](=[CH:7][CH:8]=[CH:9][CH:10]=3)[C:5]=2[CH:4]=[CH:3][CH:2]=1. Product: [CH:1]1[C:13]2[CH:12]([O:14][C:15](=[O:46])[N:16]([CH3:45])[C@@H:17]3[CH2:18][C:19]4=[CH:20][CH:21]=[C:22]([CH:23]=[CH:24]4)[O:25][CH2:26][CH:27]=[CH:28][CH2:41][CH2:40][CH2:39][CH2:38][CH2:37][O:36][CH2:35][C@H:31]([CH:32]([CH3:34])[CH3:33])[NH:30][C:29]3=[O:44])[C:11]3[C:6](=[CH:7][CH:8]=[CH:9][CH:10]=3)[C:5]=2[CH:4]=[CH:3][CH:2]=1. The catalyst class is: 4.